Dataset: Catalyst prediction with 721,799 reactions and 888 catalyst types from USPTO. Task: Predict which catalyst facilitates the given reaction. Reactant: [C:1]([O:4][C:5]1[CH:13]=[C:12]2[C:8]([C@H:9]([CH2:21][Cl:22])[CH2:10][N:11]2C(OC(C)(C)C)=O)=[C:7]2[C:23]([CH3:26])=[CH:24][S:25][C:6]=12)(=[O:3])[CH3:2].Cl. Product: [C:1]([O:4][C:5]1[CH:13]=[C:12]2[C:8]([C@H:9]([CH2:21][Cl:22])[CH2:10][NH:11]2)=[C:7]2[C:23]([CH3:26])=[CH:24][S:25][C:6]=12)(=[O:3])[CH3:2]. The catalyst class is: 12.